Task: Predict the product of the given reaction.. Dataset: Forward reaction prediction with 1.9M reactions from USPTO patents (1976-2016) The product is: [Br:1][C:2]1[CH:3]=[C:4]([N:8]2[C:16]3[C:11](=[CH:12][C:13]([CH2:17][N:23]4[CH2:27][CH2:26][CH2:25][CH2:24]4)=[CH:14][CH:15]=3)[C:10]([C:19]([O:21][CH3:22])=[O:20])=[N:9]2)[CH:5]=[CH:6][CH:7]=1. Given the reactants [Br:1][C:2]1[CH:3]=[C:4]([N:8]2[C:16]3[C:11](=[CH:12][C:13]([CH2:17]Cl)=[CH:14][CH:15]=3)[C:10]([C:19]([O:21][CH3:22])=[O:20])=[N:9]2)[CH:5]=[CH:6][CH:7]=1.[NH:23]1[CH2:27][CH2:26][CH2:25][CH2:24]1.ClCCl, predict the reaction product.